Dataset: Reaction yield outcomes from USPTO patents with 853,638 reactions. Task: Predict the reaction yield, written as a fraction of the theoretical maximum amount of product (1.0 means a 100% yield; for example, 0.34 means a 34% yield). (1) The yield is 0.210. The reactants are [CH3:1][N:2]1[CH2:7][CH2:6][NH:5][CH2:4][CH2:3]1.C(O[C:13]([N:15]1[CH2:20][CH2:19][CH:18]([C:21]2[C:30]3[C:25](=[CH:26][C:27](F)=[CH:28][CH:29]=3)[N:24]=[CH:23][N:22]=2)[CH2:17][CH2:16]1)=[O:14])(C)(C)C.Cl.[N+](C1C=CC(OC(=O)[NH:44][C:45]2[CH:50]=[CH:49][C:48]([N:51]3[CH2:56][CH2:55][O:54][CH2:53][CH2:52]3)=[CH:47][CH:46]=2)=CC=1)([O-])=O. The product is [N:51]1([C:48]2[CH:47]=[CH:46][C:45]([NH:44][C:13]([N:15]3[CH2:16][CH2:17][CH:18]([C:21]4[C:30]5[C:25](=[CH:26][C:27]([N:5]6[CH2:6][CH2:7][N:2]([CH3:1])[CH2:3][CH2:4]6)=[CH:28][CH:29]=5)[N:24]=[CH:23][N:22]=4)[CH2:19][CH2:20]3)=[O:14])=[CH:50][CH:49]=2)[CH2:52][CH2:53][O:54][CH2:55][CH2:56]1. The catalyst is CS(C)=O.O. (2) The reactants are N[N:2]1[C:7](=[O:8])[C:6]2[O:9][C:10]3[CH:15]=[CH:14][C:13]([Cl:16])=[CH:12][C:11]=3[C:5]=2[NH:4][C:3]1=[O:17].N([O-])=O.[Na+]. The catalyst is C(O)(=O)C.O. The product is [Cl:16][C:13]1[CH:14]=[CH:15][C:10]2[O:9][C:6]3[C:7](=[O:8])[NH:2][C:3](=[O:17])[NH:4][C:5]=3[C:11]=2[CH:12]=1. The yield is 0.890.